This data is from TCR-epitope binding with 47,182 pairs between 192 epitopes and 23,139 TCRs. The task is: Binary Classification. Given a T-cell receptor sequence (or CDR3 region) and an epitope sequence, predict whether binding occurs between them. The epitope is FLKEKGGL. The TCR CDR3 sequence is CASSQLAGGAYEQYF. Result: 0 (the TCR does not bind to the epitope).